This data is from Reaction yield outcomes from USPTO patents with 853,638 reactions. The task is: Predict the reaction yield, written as a fraction of the theoretical maximum amount of product (1.0 means a 100% yield; for example, 0.34 means a 34% yield). (1) The reactants are B.C1COCC1.[Cl:7][C:8]1[CH:16]=[C:15]([S:17]([CH3:20])(=[O:19])=[O:18])[CH:14]=[CH:13][C:9]=1[C:10]([NH2:12])=O. No catalyst specified. The product is [ClH:7].[Cl:7][C:8]1[CH:16]=[C:15]([S:17]([CH3:20])(=[O:19])=[O:18])[CH:14]=[CH:13][C:9]=1[CH2:10][NH2:12]. The yield is 0.880. (2) The reactants are [CH2:1]([N:3]1[C:11]2[C:6](=[CH:7][C:8]([N+:16]([O-:18])=[O:17])=[C:9]([NH:12]C(=O)C)[CH:10]=2)[C:5]([CH3:20])([CH3:19])[C:4]1=[O:21])[CH3:2].Cl. The catalyst is C(O)C. The product is [NH2:12][C:9]1[CH:10]=[C:11]2[C:6]([C:5]([CH3:19])([CH3:20])[C:4](=[O:21])[N:3]2[CH2:1][CH3:2])=[CH:7][C:8]=1[N+:16]([O-:18])=[O:17]. The yield is 0.930. (3) The reactants are Cl.C(N=C=NCCCN(C)C)C.[S:13]1[C:17]2[CH:18]=[CH:19][CH:20]=[CH:21][C:16]=2[CH:15]=[C:14]1[C:22]([NH:24][C:25]1([C:31]([OH:33])=[O:32])[CH2:30][CH2:29][CH2:28][CH2:27][CH2:26]1)=O. The catalyst is C(Cl)Cl. The product is [S:13]1[C:17]2[CH:18]=[CH:19][CH:20]=[CH:21][C:16]=2[CH:15]=[C:14]1[C:22]1[O:33][C:31](=[O:32])[C:25]2([CH2:26][CH2:27][CH2:28][CH2:29][CH2:30]2)[N:24]=1. The yield is 0.750.